Dataset: Full USPTO retrosynthesis dataset with 1.9M reactions from patents (1976-2016). Task: Predict the reactants needed to synthesize the given product. (1) Given the product [CH3:1][O:2][C:3]1[CH:8]=[CH:7][C:6]([CH2:9][O:10][CH2:12][C:13]([OH:15])=[O:14])=[CH:5][CH:4]=1, predict the reactants needed to synthesize it. The reactants are: [CH3:1][O:2][C:3]1[CH:8]=[CH:7][C:6]([CH2:9][OH:10])=[CH:5][CH:4]=1.Br[CH2:12][C:13]([OH:15])=[O:14].[H-].[Na+].O. (2) Given the product [CH3:1][C:2]1[N:3]([C:32]2[CH:33]=[CH:34][C:29]([S:28][CH3:27])=[CH:30][CH:31]=2)[C:4](=[O:26])[C:5]([CH2:11][C:12]2[CH:17]=[CH:16][C:15]([C:18]3[C:19]([C:24]#[N:25])=[CH:20][CH:21]=[CH:22][CH:23]=3)=[CH:14][CH:13]=2)=[C:6]([CH2:8][CH2:9][CH3:10])[N:7]=1, predict the reactants needed to synthesize it. The reactants are: [CH3:1][C:2]1[NH:3][C:4](=[O:26])[C:5]([CH2:11][C:12]2[CH:17]=[CH:16][C:15]([C:18]3[C:19]([C:24]#[N:25])=[CH:20][CH:21]=[CH:22][CH:23]=3)=[CH:14][CH:13]=2)=[C:6]([CH2:8][CH2:9][CH3:10])[N:7]=1.[CH3:27][S:28][C:29]1[CH:34]=[CH:33][C:32](B(O)O)=[CH:31][CH:30]=1.C(N(CC)CC)C.N1C=CC=CC=1.